From a dataset of HIV replication inhibition screening data with 41,000+ compounds from the AIDS Antiviral Screen. Binary Classification. Given a drug SMILES string, predict its activity (active/inactive) in a high-throughput screening assay against a specified biological target. (1) The molecule is O=C(CC1(O)C(=O)Nc2ccc([N+](=O)[O-])cc21)c1ccncc1. The result is 0 (inactive). (2) The molecule is CCN(CC)c1c([N+](=O)[O-])c(=O)nc2ccccn12. The result is 0 (inactive). (3) The molecule is C=CN1C(=O)OC(c2ccccc2)C1c1ccccc1. The result is 0 (inactive). (4) The compound is CC(=O)OC1CCC2(C)C(C)C(C)CCC2(O)C1O. The result is 0 (inactive). (5) The drug is Cc1n[nH]c(=O)n1-c1cccnc1. The result is 0 (inactive).